From a dataset of Reaction yield outcomes from USPTO patents with 853,638 reactions. Predict the reaction yield, written as a fraction of the theoretical maximum amount of product (1.0 means a 100% yield; for example, 0.34 means a 34% yield). (1) The reactants are S([O-])([O-])(=O)=O.[Mg+2].[CH:7](=O)[CH2:8][CH3:9].O.C(O)(=O)C.[CH2:16]([NH:20][CH2:21][CH:22]([CH3:24])[CH3:23])[CH:17]([CH3:19])[CH3:18]. No catalyst specified. The product is [CH3:18][CH:17]([CH3:19])[CH2:16][N:20]([CH:7]=[CH:8][CH3:9])[CH2:21][CH:22]([CH3:24])[CH3:23]. The yield is 0.810. (2) The reactants are [CH3:1][N:2]1[C:6]([CH:7]2[CH2:13][CH2:12][CH:11]=[CH:10][O:9][CH2:8]2)=[C:5]([N+:14]([O-:16])=[O:15])[CH:4]=[N:3]1.[OH-:17].[Na+].OO. The catalyst is C1COCC1. The product is [CH3:1][N:2]1[C:6]([CH:7]2[CH2:8][O:9][CH2:10][CH:11]([OH:17])[CH2:12][CH2:13]2)=[C:5]([N+:14]([O-:16])=[O:15])[CH:4]=[N:3]1. The yield is 0.240. (3) The reactants are [CH3:1][O:2][C:3]1[CH:11]=[C:10]2[C:6]([CH:7]=[CH:8][NH:9]2)=[CH:5][CH:4]=1.ClS([N:16]=[C:17]=O)(=O)=O. The catalyst is CN(C=O)C. The product is [CH3:1][O:2][C:3]1[CH:11]=[C:10]2[C:6]([C:7]([C:17]#[N:16])=[CH:8][NH:9]2)=[CH:5][CH:4]=1. The yield is 0.850. (4) The reactants are Cl.C([O:4][CH2:5][CH2:6][O:7][NH:8][C:9]([C:11]1[C:16]([NH:17][C:18]2[CH:23]=[CH:22][C:21]([Br:24])=[CH:20][C:19]=2[F:25])=[CH:15][C:14](=[O:26])[N:13]([CH3:27])[CH:12]=1)=[O:10])=C.CCO.[OH-].[Na+]. The catalyst is CCOC(C)=O.C1COCC1. The product is [OH:4][CH2:5][CH2:6][O:7][NH:8][C:9]([C:11]1[C:16]([NH:17][C:18]2[CH:23]=[CH:22][C:21]([Br:24])=[CH:20][C:19]=2[F:25])=[CH:15][C:14](=[O:26])[N:13]([CH3:27])[CH:12]=1)=[O:10]. The yield is 0.760. (5) The reactants are Br[C:2]1[CH:3]=[C:4]2[C:9](=[CH:10][C:11]=1[O:12][CH2:13][CH3:14])[N:8]=[CH:7][C:6]([C:15]([NH2:17])=[O:16])=[C:5]2[NH:18][C:19]1[CH:24]=[CH:23][C:22]([F:25])=[CH:21][C:20]=1[F:26].[N:27]1[CH:32]=[CH:31][CH:30]=[C:29](B(O)O)[CH:28]=1.C(=O)([O-])[O-].[Cs+].[Cs+]. The catalyst is O1CCOCC1.O.C1C=CC([P]([Pd]([P](C2C=CC=CC=2)(C2C=CC=CC=2)C2C=CC=CC=2)([P](C2C=CC=CC=2)(C2C=CC=CC=2)C2C=CC=CC=2)[P](C2C=CC=CC=2)(C2C=CC=CC=2)C2C=CC=CC=2)(C2C=CC=CC=2)C2C=CC=CC=2)=CC=1. The product is [F:26][C:20]1[CH:21]=[C:22]([F:25])[CH:23]=[CH:24][C:19]=1[NH:18][C:5]1[C:4]2[C:9](=[CH:10][C:11]([O:12][CH2:13][CH3:14])=[C:2]([C:29]3[CH:28]=[N:27][CH:32]=[CH:31][CH:30]=3)[CH:3]=2)[N:8]=[CH:7][C:6]=1[C:15]([NH2:17])=[O:16]. The yield is 0.630. (6) The catalyst is C(O)C. The reactants are [C:1]([C:4]1[C:9]([C:10]2[CH:15]=[CH:14][CH:13]=[CH:12][CH:11]=2)=[N:8][N:7]([CH2:16][CH3:17])[C:6](=[O:18])[C:5]=1[N+:19]([O-])=O)(=[O:3])[CH3:2].N[C:23]1[CH:24]=[C:25]2[C:29](=[CH:30][CH:31]=1)[NH:28][CH:27]=[CH:26]2. The yield is 0.933. The product is [C:1]([C:4]1[C:9]([C:10]2[CH:15]=[CH:14][CH:13]=[CH:12][CH:11]=2)=[N:8][N:7]([CH2:16][CH3:17])[C:6](=[O:18])[C:5]=1[NH:19][C:23]1[CH:24]=[C:25]2[C:29](=[CH:30][CH:31]=1)[NH:28][CH:27]=[CH:26]2)(=[O:3])[CH3:2]. (7) The reactants are [CH:1](=[N:8][OH:9])[C:2]1[CH:7]=[CH:6][CH:5]=[N:4][CH:3]=1.ClN1C(=O)CCC1=O.[CH2:18]([NH:21][C:22](=[O:28])[O:23][C:24]([CH3:27])([CH3:26])[CH3:25])[C:19]#[CH:20].C(N(CC)CC)C. The catalyst is CN(C=O)C.C(Cl)Cl. The product is [N:4]1[CH:5]=[CH:6][CH:7]=[C:2]([C:1]2[CH:20]=[C:19]([CH2:18][NH:21][C:22](=[O:28])[O:23][C:24]([CH3:26])([CH3:25])[CH3:27])[O:9][N:8]=2)[CH:3]=1. The yield is 0.590. (8) The reactants are C(=O)([O-])[O-].[Na+].[Na+].[CH3:7][C:8]1[CH:13]=[CH:12][C:11]([S:14]([O:17][C@H:18]2[CH2:22][NH:21][C@@H:20]3[C@@H:23]([OH:26])[CH2:24][O:25][C@H:19]23)(=[O:16])=[O:15])=[CH:10][CH:9]=1.[C:27](O[C:27]([O:29][C:30]([CH3:33])([CH3:32])[CH3:31])=[O:28])([O:29][C:30]([CH3:33])([CH3:32])[CH3:31])=[O:28]. The catalyst is O.O1CCOCC1. The product is [OH:26][C@@H:23]1[C@H:20]2[N:21]([C:27]([O:29][C:30]([CH3:33])([CH3:32])[CH3:31])=[O:28])[CH2:22][C@H:18]([O:17][S:14]([C:11]3[CH:12]=[CH:13][C:8]([CH3:7])=[CH:9][CH:10]=3)(=[O:16])=[O:15])[C@H:19]2[O:25][CH2:24]1. The yield is 0.550.